From a dataset of Experimentally validated miRNA-target interactions with 360,000+ pairs, plus equal number of negative samples. Binary Classification. Given a miRNA mature sequence and a target amino acid sequence, predict their likelihood of interaction. (1) The miRNA is hsa-miR-374b-3p with sequence CUUAGCAGGUUGUAUUAUCAUU. The protein sequence of the target gene is MALRRALPALRPCIPRFVQLSTAPASREQPAAGPAAVPGGGSATAVRPPVPAVDFGNAQEAYRSRRTWELARSLLVLRLCAWPALLARHEQLLYVSRKLLGQRLFNKLMKMTFYGHFVAGEDQESIQPLLRHYRAFGVSAILDYGVEEDLSPEEAEHKEMESCTSAAERDGSGTNKRDKQYQAHRAFGDRRNGVISARTYFYANEAKCDSHMETFLRCIEASGRVSDDGFIAIKLTALGRPQFLLQFSEVLAKWRCFFHQMAVEQGQAGLAAMDTKLEVAVLQESVAKLGIASRAEIEDW.... Result: 0 (no interaction). (2) The miRNA is hsa-miR-1909-3p with sequence CGCAGGGGCCGGGUGCUCACCG. The protein sequence of the target gene is MEPPSCIQDEPFPHPLEPEPGVSAQPGPGKPSDKRFRLWYVGGSCLDHRTTLPMLPWLMAEIRRRSQKPEAGGCGAPAAREVILVLSAPFLRCVPAPGAGASGGTSPSATQPNPAVFIFEHKAQHISRFIHNSHDLTYFAYLIKAQPDDPESQMACHVFRATDPSQVPDVISSIRQLSKAAMKEDAKPSKDNEDAFYNSQKFEVLYCGKVTVTHKKAPSSLIDDCMEKFSLHEQQRLKIQGEQRGPDPGEDLADLEVVVPGSPGDCLPEEADGTDTHLGLPAGASQPALTSSRVCFPERI.... Result: 1 (interaction). (3) The miRNA is hsa-miR-6778-3p with sequence UGCCUCCCUGACAUUCCACAG. The protein sequence of the target gene is MVPREAPESAQCLCPSLTIPNAKDVLRKRHKRRSRQHQRFMARKALLQEQGLLSMPPEPGSSPLPTPFGAATATEAASSGKQCLRAGSGSAPCSRRPAPGKASGPLPSKCVAIDCEMVGTGPRGRVSELARCSIVSYHGNVLYDKYIRPEMPIADYRTRWSGITRQHMRKAVPFQVAQKEILKLLKGKVVVGHALHNDFQALKYVHPRSQTRDTTYVPNFLSEPGLHTRARVSLKDLALQLLHKKIQVGQHGHSSVEDATTAMELYRLVEVQWEQQEARSLWTCPEDREPDSSTDMEQYM.... Result: 1 (interaction).